Dataset: Forward reaction prediction with 1.9M reactions from USPTO patents (1976-2016). Task: Predict the product of the given reaction. Given the reactants S(=O)(=O)(O)O.[NH2:6][C:7]1[C:15]([Br:16])=[CH:14][C:10]([C:11]([OH:13])=[O:12])=[CH:9][C:8]=1[Br:17].[CH3:18]O, predict the reaction product. The product is: [NH2:6][C:7]1[C:8]([Br:17])=[CH:9][C:10]([C:11]([O:13][CH3:18])=[O:12])=[CH:14][C:15]=1[Br:16].